This data is from Reaction yield outcomes from USPTO patents with 853,638 reactions. The task is: Predict the reaction yield, written as a fraction of the theoretical maximum amount of product (1.0 means a 100% yield; for example, 0.34 means a 34% yield). The reactants are Cl[C:2]1[CH:9]=[CH:8][CH:7]=[C:6](Cl)[C:3]=1[CH:4]=[O:5].C(N[CH:15]([CH3:17])C)(C)C.P(C(C)(C)C)(C(C)(C)C)C(C)(C)C.[CH3:31][Si:32]([C:35]#[CH:36])([CH3:34])[CH3:33]. The catalyst is C1C=CC(C#N)=CC=1.C1C=CC(C#N)=CC=1.Cl[Pd]Cl.[Cu]I.O1CCOCC1. The yield is 0.370. The product is [CH3:31][Si:32]([CH3:34])([CH3:33])[C:35]#[C:36][C:2]1[CH:9]=[CH:8][CH:7]=[C:6]([C:17]#[C:15][Si:32]([CH3:34])([CH3:33])[CH3:31])[C:3]=1[CH:4]=[O:5].